Dataset: Forward reaction prediction with 1.9M reactions from USPTO patents (1976-2016). Task: Predict the product of the given reaction. (1) Given the reactants [Cl-].[CH2:2]([O:5][CH2:6][CH2:7][N+:8]([CH3:11])([CH3:10])[CH3:9])[CH:3]=[CH2:4].[N-:12]([S:20]([C:23]([F:26])([F:25])[F:24])(=[O:22])=[O:21])[S:13]([C:16]([F:19])([F:18])[F:17])(=[O:15])=[O:14].[Li+], predict the reaction product. The product is: [N-:12]([S:13]([C:16]([F:19])([F:17])[F:18])(=[O:15])=[O:14])[S:20]([C:23]([F:26])([F:25])[F:24])(=[O:22])=[O:21].[CH2:2]([O:5][CH2:6][CH2:7][N+:8]([CH3:11])([CH3:10])[CH3:9])[CH:3]=[CH2:4]. (2) Given the reactants Br[C:2]1[N:7]=[N:6][C:5]([NH2:8])=[N:4][C:3]=1[C:9]1[CH:14]=[CH:13][CH:12]=[CH:11][CH:10]=1.[CH3:15][C:16]1([CH3:22])[CH2:21][CH2:20][CH2:19][NH:18][CH2:17]1, predict the reaction product. The product is: [CH3:15][C:16]1([CH3:22])[CH2:21][CH2:20][CH2:19][N:18]([C:2]2[N:7]=[N:6][C:5]([NH2:8])=[N:4][C:3]=2[C:9]2[CH:14]=[CH:13][CH:12]=[CH:11][CH:10]=2)[CH2:17]1. (3) The product is: [Cl:1][C:2]1[N:3]=[C:4]([NH:17][CH2:12][CH2:13][CH2:14][CH2:15][CH3:16])[C:5]2[CH2:10][CH2:9][CH2:8][C:6]=2[N:7]=1. Given the reactants [Cl:1][C:2]1[N:3]=[C:4](Cl)[C:5]2[CH2:10][CH2:9][CH2:8][C:6]=2[N:7]=1.[CH2:12]([NH2:17])[CH2:13][CH2:14][CH2:15][CH3:16].[Cl-].[NH4+], predict the reaction product. (4) Given the reactants Cl.[NH2:2][CH:3]1[CH2:7][C:6]([F:9])([F:8])[CH2:5][CH:4]1[NH:10][C:11](=[O:23])[C:12]1[CH:17]=[CH:16][CH:15]=[CH:14][C:13]=1[N:18]1[N:22]=[CH:21][CH:20]=[N:19]1.Cl[C:25]1[S:26][C:27]2[CH:33]=[C:32]([F:34])[CH:31]=[CH:30][C:28]=2[N:29]=1.CCN(C(C)C)C(C)C, predict the reaction product. The product is: [F:8][C:6]1([F:9])[CH2:5][CH:4]([NH:10][C:11](=[O:23])[C:12]2[CH:17]=[CH:16][CH:15]=[CH:14][C:13]=2[N:18]2[N:19]=[CH:20][CH:21]=[N:22]2)[CH:3]([NH:2][C:25]2[S:26][C:27]3[CH:33]=[C:32]([F:34])[CH:31]=[CH:30][C:28]=3[N:29]=2)[CH2:7]1. (5) Given the reactants [CH2:1]([O:8][C:9](=[O:24])[CH2:10][CH2:11][C@@H:12]([NH:16][C:17]([O:19]C(C)(C)C)=O)[C:13]([OH:15])=O)[C:2]1[CH:7]=[CH:6][CH:5]=[CH:4][CH:3]=1.[CH2:25]([NH:32][CH2:33]C(OCC)=O)[C:26]1[CH:31]=[CH:30][CH:29]=[CH:28][CH:27]=1.CCN=C=NCCCN(C)C.Cl.C1C=CC2N(O)N=NC=2C=1.C(=O)(O)[O-].[Na+], predict the reaction product. The product is: [CH2:25]([N:32]1[CH2:33][C:17](=[O:19])[NH:16][C@H:12]([CH2:11][CH2:10][C:9]([O:8][CH2:1][C:2]2[CH:3]=[CH:4][CH:5]=[CH:6][CH:7]=2)=[O:24])[C:13]1=[O:15])[C:26]1[CH:31]=[CH:30][CH:29]=[CH:28][CH:27]=1. (6) Given the reactants [C:1]([OH:7])(=[O:6])/[C:2](=[CH:4]\[CH3:5])/[CH3:3].C(N(C(C)C)CC)(C)C.[Cl:17][C:18]1[CH:26]=[C:25]([Cl:27])[CH:24]=[C:23]([Cl:28])[C:19]=1[C:20](Cl)=[O:21], predict the reaction product. The product is: [CH3:3]/[C:2](=[CH:4]/[CH3:5])/[C:1]([O:7][C:20](=[O:21])[C:19]1[C:23]([Cl:28])=[CH:24][C:25]([Cl:27])=[CH:26][C:18]=1[Cl:17])=[O:6].